This data is from Catalyst prediction with 721,799 reactions and 888 catalyst types from USPTO. The task is: Predict which catalyst facilitates the given reaction. (1) Reactant: [BH4-].[Na+].[Br:3][C:4]1[CH:5]=[CH:6][C:7]([O:12][CH:13]([F:15])[F:14])=[C:8]([CH:11]=1)[CH:9]=[O:10].[CH3:16][O:17][CH2:18]OC.O=P12OP3(OP(OP(O3)(O1)=O)(=O)O2)=O.C(=O)([O-])[O-].[K+].[K+]. Product: [Br:3][C:4]1[CH:5]=[CH:6][C:7]([O:12][CH:13]([F:14])[F:15])=[C:8]([CH2:9][O:10][CH2:16][O:17][CH3:18])[CH:11]=1. The catalyst class is: 130. (2) Reactant: [CH3:1][C:2]1[CH:7]=[CH:6][N:5]=[CH:4][CH:3]=1.C[Si](C)(C)[N-][Si](C)(C)C.[Na+].C([O:25][C:26](=O)[C:27]1[C:32]([F:33])=[CH:31][CH:30]=[C:29]([N:34]([CH2:42][C:43]2[CH:48]=[CH:47][CH:46]=[CH:45][CH:44]=2)[CH2:35][C:36]2[CH:41]=[CH:40][CH:39]=[CH:38][CH:37]=2)[C:28]=1[F:49])C1C=CC=CC=1.[Cl-].[NH4+]. Product: [CH2:42]([N:34]([CH2:35][C:36]1[CH:41]=[CH:40][CH:39]=[CH:38][CH:37]=1)[C:29]1[C:28]([F:49])=[C:27]([C:26](=[O:25])[CH2:1][C:2]2[CH:7]=[CH:6][N:5]=[CH:4][CH:3]=2)[C:32]([F:33])=[CH:31][CH:30]=1)[C:43]1[CH:44]=[CH:45][CH:46]=[CH:47][CH:48]=1. The catalyst class is: 7.